Predict the product of the given reaction. From a dataset of Forward reaction prediction with 1.9M reactions from USPTO patents (1976-2016). (1) Given the reactants Cl.[NH2:2][C@H:3]([C:7]([O:9][CH:10]([O:12][C:13](=[O:54])[N:14]([C:27]1[N:53]=[C:30]2[CH:31]=[CH:32][C:33]([C:35]3[CH:40]=[CH:39][C:38]([NH:41][C:42](=[O:52])[C@@H:43]([C:45]4[CH:50]=[CH:49][C:48]([F:51])=[CH:47][CH:46]=4)[CH3:44])=[CH:37][CH:36]=3)=[CH:34][N:29]2[N:28]=1)[C:15]1[CH:20]=[CH:19][C:18]([S:21]([CH3:24])(=[O:23])=[O:22])=[CH:17][C:16]=1[O:25][CH3:26])[CH3:11])=[O:8])[CH:4]([CH3:6])[CH3:5].[C:55]([O:59][C:60]([NH:62][C@H:63]([C:76](O)=[O:77])[CH2:64][CH2:65][CH2:66][CH2:67][NH:68][C:69]([O:71][C:72]([CH3:75])([CH3:74])[CH3:73])=[O:70])=[O:61])([CH3:58])([CH3:57])[CH3:56].CN(C(ON1N=NC2C=CC=NC1=2)=[N+](C)C)C.F[P-](F)(F)(F)(F)F.C(=O)(O)[O-].[Na+], predict the reaction product. The product is: [C:55]([O:59][C:60]([NH:62][C@H:63]([C:76]([NH:2][C@H:3]([C:7]([O:9][CH:10]([O:12][C:13](=[O:54])[N:14]([C:27]1[N:53]=[C:30]2[CH:31]=[CH:32][C:33]([C:35]3[CH:40]=[CH:39][C:38]([NH:41][C:42](=[O:52])[C@@H:43]([C:45]4[CH:46]=[CH:47][C:48]([F:51])=[CH:49][CH:50]=4)[CH3:44])=[CH:37][CH:36]=3)=[CH:34][N:29]2[N:28]=1)[C:15]1[CH:20]=[CH:19][C:18]([S:21]([CH3:24])(=[O:23])=[O:22])=[CH:17][C:16]=1[O:25][CH3:26])[CH3:11])=[O:8])[CH:4]([CH3:6])[CH3:5])=[O:77])[CH2:64][CH2:65][CH2:66][CH2:67][NH:68][C:69]([O:71][C:72]([CH3:75])([CH3:74])[CH3:73])=[O:70])=[O:61])([CH3:56])([CH3:58])[CH3:57]. (2) Given the reactants [C:1]([O:5][C:6]([NH:8][CH2:9][C:10]1[CH:34]=[C:33]([F:35])[C:13]([O:14][C:15]2[CH:16]=[C:17]([CH:21]=[C:22]([O:24][C:25]3[CH:30]=[CH:29][C:28]([C:31]#[N:32])=[CH:27][CH:26]=3)[CH:23]=2)[C:18](O)=[O:19])=[C:12]([F:36])[CH:11]=1)=[O:7])([CH3:4])([CH3:3])[CH3:2].[C:37]([O:41][C:42](=[O:51])[NH:43][CH:44]1[CH2:49][CH2:48][CH:47]([NH2:50])[CH2:46][CH2:45]1)([CH3:40])([CH3:39])[CH3:38], predict the reaction product. The product is: [C:37]([O:41][C:42](=[O:51])[NH:43][CH:44]1[CH2:45][CH2:46][CH:47]([NH:50][C:18](=[O:19])[C:17]2[CH:21]=[C:22]([O:24][C:25]3[CH:30]=[CH:29][C:28]([C:31]#[N:32])=[CH:27][CH:26]=3)[CH:23]=[C:15]([O:14][C:13]3[C:12]([F:36])=[CH:11][C:10]([CH2:9][NH:8][C:6]([O:5][C:1]([CH3:2])([CH3:4])[CH3:3])=[O:7])=[CH:34][C:33]=3[F:35])[CH:16]=2)[CH2:48][CH2:49]1)([CH3:40])([CH3:38])[CH3:39]. (3) Given the reactants [N+:1]([C:4]1[CH:5]=[C:6]([CH:9]=[C:10]([C:12]([F:15])([F:14])[F:13])[CH:11]=1)[CH:7]=O)([O-:3])=[O:2].[CH:16]([C:19]1[CH:20]=[CH:21][C:22]([O:37][CH3:38])=[C:23]([C:25]2[CH:30]=[CH:29][C:28]([C:31]([F:34])([F:33])[F:32])=[CH:27][C:26]=2[CH2:35][NH2:36])[CH:24]=1)([CH3:18])[CH3:17].[BH3-]C#N.[Na+].O, predict the reaction product. The product is: [CH:16]([C:19]1[CH:20]=[CH:21][C:22]([O:37][CH3:38])=[C:23]([C:25]2[CH:30]=[CH:29][C:28]([C:31]([F:32])([F:33])[F:34])=[CH:27][C:26]=2[CH2:35][NH:36][CH2:7][C:6]2[CH:9]=[C:10]([C:12]([F:15])([F:14])[F:13])[CH:11]=[C:4]([N+:1]([O-:3])=[O:2])[CH:5]=2)[CH:24]=1)([CH3:18])[CH3:17]. (4) Given the reactants [CH2:1]([N:8]1[CH:12]=[C:11]([CH2:13][OH:14])[C:10]([O:15][CH2:16][C:17]2[CH:22]=[CH:21][C:20]([O:23][CH2:24][C:25]3[N:26]=[C:27]([C:31]4[CH:36]=[CH:35][CH:34]=[CH:33][CH:32]=4)[O:28][C:29]=3[CH3:30])=[C:19]([O:37][CH3:38])[CH:18]=2)=[N:9]1)[C:2]1[CH:7]=[CH:6][CH:5]=[CH:4][CH:3]=1, predict the reaction product. The product is: [CH2:1]([N:8]1[CH:12]=[C:11]([CH:13]=[O:14])[C:10]([O:15][CH2:16][C:17]2[CH:22]=[CH:21][C:20]([O:23][CH2:24][C:25]3[N:26]=[C:27]([C:31]4[CH:36]=[CH:35][CH:34]=[CH:33][CH:32]=4)[O:28][C:29]=3[CH3:30])=[C:19]([O:37][CH3:38])[CH:18]=2)=[N:9]1)[C:2]1[CH:7]=[CH:6][CH:5]=[CH:4][CH:3]=1. (5) Given the reactants [N:1]1[C:6]2[CH:7]=[CH:8][N:9]=[CH:10][C:5]=2[C:4](=[S:11])[NH:3][CH:2]=1.[CH2:12](N(CC)CC)C.IC, predict the reaction product. The product is: [CH3:12][S:11][C:4]1[C:5]2[CH:10]=[N:9][CH:8]=[CH:7][C:6]=2[N:1]=[CH:2][N:3]=1. (6) Given the reactants [H-].[Na+].[Br:3][C:4]1[C:5](=[O:14])[NH:6][C:7]2[C:12]([CH:13]=1)=[CH:11][CH:10]=[CH:9][CH:8]=2.[Br-].[Li+].[CH2:17]([N:19]1[C:25](=[O:26])[C:24]([CH3:28])([CH3:27])[C:23](=[O:29])[N:22]([CH3:30])[C:21]2[CH:31]=[C:32]([O:35][CH2:36][CH2:37][CH2:38]I)[CH:33]=[CH:34][C:20]1=2)[CH3:18], predict the reaction product. The product is: [Br:3][C:4]1[C:5](=[O:14])[N:6]([CH2:38][CH2:37][CH2:36][O:35][C:32]2[CH:33]=[CH:34][C:20]3[N:19]([CH2:17][CH3:18])[C:25](=[O:26])[C:24]([CH3:28])([CH3:27])[C:23](=[O:29])[N:22]([CH3:30])[C:21]=3[CH:31]=2)[C:7]2[C:12]([CH:13]=1)=[CH:11][CH:10]=[CH:9][CH:8]=2. (7) Given the reactants [Br:1][C:2]1[CH:8]=[CH:7][CH:6]=[C:5]([F:9])[C:3]=1[NH2:4].N1C=CC=CC=1.[C:16](Cl)(=[O:21])[C:17]([CH3:20])([CH3:19])[CH3:18], predict the reaction product. The product is: [Br:1][C:2]1[CH:8]=[CH:7][CH:6]=[C:5]([F:9])[C:3]=1[NH:4][C:16](=[O:21])[C:17]([CH3:20])([CH3:19])[CH3:18].